Dataset: Catalyst prediction with 721,799 reactions and 888 catalyst types from USPTO. Task: Predict which catalyst facilitates the given reaction. (1) Reactant: Br[C:2]1[C:27]([F:28])=[CH:26][C:5]([O:6][CH2:7][CH2:8][C@@H:9]2[CH2:11][C@@H:10]2[CH:12]2[CH2:17][CH2:16][N:15]([C:18]3[N:23]=[CH:22][C:21]([O:24][CH3:25])=[CH:20][N:19]=3)[CH2:14][CH2:13]2)=[CH:4][C:3]=1[F:29].CC(C1C=C(C(C)C)C(C2C=CC=CC=2P(C2CCCCC2)C2CCCCC2)=C(C(C)C)C=1)C.[Br-].[C:65]([O:69][C:70](=[O:73])[CH2:71][Zn+])([CH3:68])([CH3:67])[CH3:66]. Product: [F:29][C:3]1[CH:4]=[C:5]([O:6][CH2:7][CH2:8][C@@H:9]2[CH2:11][C@@H:10]2[CH:12]2[CH2:17][CH2:16][N:15]([C:18]3[N:23]=[CH:22][C:21]([O:24][CH3:25])=[CH:20][N:19]=3)[CH2:14][CH2:13]2)[CH:26]=[C:27]([F:28])[C:2]=1[CH2:71][C:70]([O:69][C:65]([CH3:68])([CH3:67])[CH3:66])=[O:73]. The catalyst class is: 443. (2) Reactant: [OH:1][CH2:2][CH:3]([CH2:5][OH:6])[OH:4].Cl[C:8]([C:25]1[CH:30]=[CH:29][CH:28]=[CH:27][CH:26]=1)([C:17]1[CH:22]=[CH:21][C:20]([O:23][CH3:24])=[CH:19][CH:18]=1)[C:9]1[CH:14]=[CH:13][C:12]([O:15][CH3:16])=[CH:11][CH:10]=1. Product: [CH3:24][O:23][C:20]1[CH:19]=[CH:18][C:17]([C:8]([C:9]2[CH:10]=[CH:11][C:12]([O:15][CH3:16])=[CH:13][CH:14]=2)([C:25]2[CH:30]=[CH:29][CH:28]=[CH:27][CH:26]=2)[O:1][CH2:2][CH:3]([OH:4])[CH2:5][OH:6])=[CH:22][CH:21]=1. The catalyst class is: 17. (3) Reactant: [Cl-:1].[OH:2][CH2:3][P+:4]([CH2:9][OH:10])([CH2:7][OH:8])[CH2:5][OH:6].C(O)(C)C. Product: [OH:2][CH2:3][P:4]([CH2:7][OH:8])[CH2:5][OH:6].[Cl-:1].[OH:2][CH2:3][P+:4]([CH2:9][OH:10])([CH2:7][OH:8])[CH2:5][OH:6]. The catalyst class is: 11. (4) Reactant: [F:1][C:2]1[CH:10]=[CH:9][CH:8]=[C:7]2[C:3]=1[CH:4]=[C:5]([C:11]1[N:16]=[C:15]([C:17]3[C:18]([N:37]([CH3:42])[S:38]([CH3:41])(=[O:40])=[O:39])=[CH:19][C:20]4[O:24][C:23]([C:25]5[CH:30]=[CH:29][C:28]([F:31])=[CH:27][CH:26]=5)=[C:22]([C:32]([NH:34][CH3:35])=[O:33])[C:21]=4[CH:36]=3)[CH:14]=[CH:13][C:12]=1[CH2:43]O)[NH:6]2.N(C(OC(C)C)=O)=NC(OC(C)C)=O.C1C=CC(P(C2C=CC=CC=2)C2C=CC=CC=2)=CC=1. Product: [F:1][C:2]1[C:3]2[CH:4]=[C:5]3[C:11]4[N:16]=[C:15]([C:17]5[C:18]([N:37]([CH3:42])[S:38]([CH3:41])(=[O:39])=[O:40])=[CH:19][C:20]6[O:24][C:23]([C:25]7[CH:26]=[CH:27][C:28]([F:31])=[CH:29][CH:30]=7)=[C:22]([C:32]([NH:34][CH3:35])=[O:33])[C:21]=6[CH:36]=5)[CH:14]=[CH:13][C:12]=4[CH2:43][N:6]3[C:7]=2[CH:8]=[CH:9][CH:10]=1. The catalyst class is: 1.